This data is from Reaction yield outcomes from USPTO patents with 853,638 reactions. The task is: Predict the reaction yield, written as a fraction of the theoretical maximum amount of product (1.0 means a 100% yield; for example, 0.34 means a 34% yield). (1) The reactants are [Cl:1][C:2]1[CH:7]=[CH:6][C:5]([NH:8][C:9](=[O:29])[NH:10][C:11]2[CH:16]=[CH:15][C:14]([N:17]3[CH:25]=[N:24][C:23]4[C:18]3=[N:19][CH:20]=[N:21][C:22]=4[C:26](O)=[O:27])=[CH:13][CH:12]=2)=[CH:4][C:3]=1[C:30]([F:33])([F:32])[F:31].CN.[CH3:36][N:37](C(ON1N=NC2C=CC=NC1=2)=[N+](C)C)C.F[P-](F)(F)(F)(F)F.C1C=NC2N(O)N=NC=2C=1. The catalyst is CN(C)C=O. The product is [CH3:36][NH:37][C:26]([C:22]1[N:21]=[CH:20][N:19]=[C:18]2[C:23]=1[N:24]=[CH:25][N:17]2[C:14]1[CH:13]=[CH:12][C:11]([NH:10][C:9]([NH:8][C:5]2[CH:6]=[CH:7][C:2]([Cl:1])=[C:3]([C:30]([F:32])([F:31])[F:33])[CH:4]=2)=[O:29])=[CH:16][CH:15]=1)=[O:27]. The yield is 0.520. (2) The reactants are [NH2:1][C:2]1[CH:7]=[CH:6][C:5]([S:8][C:9]2[CH:14]=[CH:13][N:12]=[C:11]([NH:15][C:16]3[CH:21]=[CH:20][C:19]([N:22]4[CH2:27][CH2:26][O:25][CH2:24][CH2:23]4)=[CH:18][CH:17]=3)[N:10]=2)=[CH:4][CH:3]=1.[C:28]([CH2:30][C:31](O)=[O:32])#[N:29]. No catalyst specified. The product is [O:25]1[CH2:26][CH2:27][N:22]([C:19]2[CH:18]=[CH:17][C:16]([NH:15][C:11]3[N:10]=[C:9]([S:8][C:5]4[CH:6]=[CH:7][C:2]([NH:1][C:31](=[O:32])[CH2:30][C:28]#[N:29])=[CH:3][CH:4]=4)[CH:14]=[CH:13][N:12]=3)=[CH:21][CH:20]=2)[CH2:23][CH2:24]1. The yield is 0.680. (3) The reactants are C[O:2][C:3]([C:5]1[CH:23]=[CH:22][C:8]([C:9]([NH:11][C:12]2[CH:13]=[C:14]3[C:18](=[CH:19][CH:20]=2)[NH:17][C:16](=[O:21])[CH2:15]3)=[O:10])=[CH:7][CH:6]=1)=[O:4].[OH-].[Na+]. The catalyst is CO. The product is [C:3]([C:5]1[CH:6]=[CH:7][C:8]([C:9]([NH:11][C:12]2[CH:13]=[C:14]3[C:18](=[CH:19][CH:20]=2)[NH:17][C:16](=[O:21])[CH2:15]3)=[O:10])=[CH:22][CH:23]=1)([OH:4])=[O:2]. The yield is 0.870.